The task is: Predict the reaction yield, written as a fraction of the theoretical maximum amount of product (1.0 means a 100% yield; for example, 0.34 means a 34% yield).. This data is from Reaction yield outcomes from USPTO patents with 853,638 reactions. (1) The reactants are C[C:2]1[CH:7]=[CH:6][C:5]([C:8]([C:10]2[CH:15]=[CH:14][C:13]([O:16]C)=[CH:12][C:11]=2[OH:18])=[O:9])=[CH:4][CH:3]=1.[OH-:19].[Na+].O.Cl. The catalyst is CO. The product is [OH:16][C:13]1[CH:14]=[CH:15][C:10]2[C:8](=[O:9])[C:5]3[C:4]([O:18][C:11]=2[C:12]=1[OH:19])=[CH:3][CH:2]=[CH:7][CH:6]=3. The yield is 0.710. (2) The reactants are Br[C:2]1[CH:11]=[C:10]2[C:5]([CH:6]=[C:7]([NH:44][C:45](=[O:54])[O:46][CH2:47][C:48]3[CH:53]=[CH:52][CH:51]=[CH:50][CH:49]=3)[C:8]([C:12]([NH:14][C:15]3[CH:16]=[N:17][CH:18]=[CH:19][C:20]=3[N:21]3[CH2:26][C@H:25]([CH3:27])[C@@H:24]([O:28][Si:29]([C:32]([CH3:35])([CH3:34])[CH3:33])([CH3:31])[CH3:30])[C@H:23]([NH:36][C:37]([O:39][C:40]([CH3:43])([CH3:42])[CH3:41])=[O:38])[CH2:22]3)=[O:13])=[N:9]2)=[CH:4][CH:3]=1.[O-]P([O-])([O-])=O.[K+].[K+].[K+].O1CCOCC1.CC1(C)C(C)(C)OB([C:77]2[CH2:78][CH2:79][O:80][CH2:81][CH:82]=2)O1. The catalyst is C1(P(C2CCCCC2)C2C=CC=CC=2C2C(C(C)C)=CC(C(C)C)=CC=2C(C)C)CCCCC1.NC1C=CC=CC=1C1C=CC=CC=1[Pd]Cl.O. The product is [C:40]([O:39][C:37]([NH:36][C@H:23]1[C@H:24]([O:28][Si:29]([C:32]([CH3:34])([CH3:33])[CH3:35])([CH3:30])[CH3:31])[C@@H:25]([CH3:27])[CH2:26][N:21]([C:20]2[CH:19]=[CH:18][N:17]=[CH:16][C:15]=2[NH:14][C:12]([C:8]2[C:7]([NH:44][C:45](=[O:54])[O:46][CH2:47][C:48]3[CH:49]=[CH:50][CH:51]=[CH:52][CH:53]=3)=[CH:6][C:5]3[C:10](=[CH:11][C:2]([C:77]4[CH2:82][CH2:81][O:80][CH2:79][CH:78]=4)=[CH:3][CH:4]=3)[N:9]=2)=[O:13])[CH2:22]1)=[O:38])([CH3:43])([CH3:42])[CH3:41]. The yield is 0.650. (3) The reactants are [Br:1][C:2]1[C:3]([Cl:13])=[CH:4][C:5]([F:12])=[C:6]([S:8](Cl)(=[O:10])=[O:9])[CH:7]=1.N1C=CC=CC=1.[CH3:20][NH:21][C:22]1[CH:27]=[CH:26][CH:25]=[CH:24][N:23]=1.[OH-].[Na+]. The catalyst is C(Cl)Cl. The product is [Br:1][C:2]1[C:3]([Cl:13])=[CH:4][C:5]([F:12])=[C:6]([S:8]([N:21]([CH3:20])[C:22]2[CH:27]=[CH:26][CH:25]=[CH:24][N:23]=2)(=[O:10])=[O:9])[CH:7]=1. The yield is 0.310. (4) The reactants are [Cl:1][C:2]1[CH:3]=[C:4]([OH:13])[CH:5]=[N:6][C:7]=1[O:8][CH2:9][CH:10]([CH3:12])[CH3:11].C(=O)([O-])[O-].[K+].[K+].[C:20]([C:22]1[CH:23]=[C:24]([CH:28]=[CH:29][C:30]=1F)[C:25]([OH:27])=[O:26])#[N:21]. The catalyst is CS(C)=O.CCOC(C)=O. The product is [Cl:1][C:2]1[CH:3]=[C:4]([O:13][C:30]2[CH:29]=[CH:28][C:24]([C:25]([OH:27])=[O:26])=[CH:23][C:22]=2[C:20]#[N:21])[CH:5]=[N:6][C:7]=1[O:8][CH2:9][CH:10]([CH3:11])[CH3:12]. The yield is 1.20.